Task: Predict which catalyst facilitates the given reaction.. Dataset: Catalyst prediction with 721,799 reactions and 888 catalyst types from USPTO (1) Reactant: [N:1]1([C:7]([O:9][CH2:10][C:11]2[CH:16]=[CH:15][CH:14]=[CH:13][CH:12]=2)=[O:8])[CH2:6][CH2:5][NH:4][CH2:3][CH2:2]1.CCN(C(C)C)C(C)C.Cl[CH2:27][CH2:28][S:29](Cl)(=[O:31])=[O:30].O. Product: [CH:28]([S:29]([N:4]1[CH2:5][CH2:6][N:1]([C:7]([O:9][CH2:10][C:11]2[CH:16]=[CH:15][CH:14]=[CH:13][CH:12]=2)=[O:8])[CH2:2][CH2:3]1)(=[O:31])=[O:30])=[CH2:27]. The catalyst class is: 2. (2) Reactant: [C:9](O[C:9]([O:11][C:12]([CH3:15])([CH3:14])[CH3:13])=[O:10])([O:11][C:12]([CH3:15])([CH3:14])[CH3:13])=[O:10].[NH2:16][C:17]1[NH:21][N:20]=[C:19]([C:22]2[CH:27]=[CH:26][C:25]([O:28][CH3:29])=[CH:24][CH:23]=2)[CH:18]=1.[OH-].[K+]. Product: [C:12]([O:11][C:9]([N:21]1[C:17]([NH2:16])=[CH:18][C:19]([C:22]2[CH:27]=[CH:26][C:25]([O:28][CH3:29])=[CH:24][CH:23]=2)=[N:20]1)=[O:10])([CH3:13])([CH3:14])[CH3:15]. The catalyst class is: 2.